From a dataset of Forward reaction prediction with 1.9M reactions from USPTO patents (1976-2016). Predict the product of the given reaction. (1) Given the reactants Cl.[CH3:2][NH:3][O:4][CH3:5].[CH3:6][O:7][C:8]1[CH:16]=[C:12]([C:13]([OH:15])=O)[C:11]([OH:17])=[CH:10][CH:9]=1.Cl.C(N=C=NCCCN(C)C)C.ON1C2C=CC=CC=2N=N1, predict the reaction product. The product is: [OH:17][C:11]1[CH:10]=[CH:9][C:8]([O:7][CH3:6])=[CH:16][C:12]=1[C:13]([N:3]([O:4][CH3:5])[CH3:2])=[O:15]. (2) The product is: [NH2:1][C:2]1[C:11]2=[CH:12][N:13]([CH:15]3[O:19][CH:18]([CH2:20][OH:21])[CH:17]([O:39][C:40](=[O:44])[CH:41]([CH3:43])[CH3:42])[C:16]3([OH:46])[CH3:45])[N:14]=[C:9]3[C:10]2=[C:4]([C:5](=[O:47])[NH:6][N:7]=[CH:8]3)[CH:3]=1. Given the reactants [NH2:1][C:2]1[C:11]2=[CH:12][N:13]([CH:15]3[O:19][CH:18]([C:20](C4C=CC=CC=4)(C4C=CC=CC=4)[O:21][SiH2]C(C)(C)C)[CH:17]([O:39][C:40](=[O:44])[CH:41]([CH3:43])[CH3:42])[C:16]3([OH:46])[CH3:45])[N:14]=[C:9]3[C:10]2=[C:4]([C:5](=[O:47])[NH:6][N:7]=[CH:8]3)[CH:3]=1.CCCC[N+](CCCC)(CCCC)CCCC.[F-], predict the reaction product. (3) Given the reactants [C:1]([O:5][C:6]([N:8]1[CH2:13][CH2:12][N:11]([C:14]2[N:22]=[C:21]([Cl:23])[N:20]=[C:19]3[C:15]=2[N:16]=[CH:17][N:18]3[CH3:24])[CH2:10][CH2:9]1)=[O:7])([CH3:4])([CH3:3])[CH3:2].[Cl:25]N1C(=O)CCC1=O.O, predict the reaction product. The product is: [C:1]([O:5][C:6]([N:8]1[CH2:9][CH2:10][N:11]([C:14]2[N:22]=[C:21]([Cl:23])[N:20]=[C:19]3[C:15]=2[N:16]=[C:17]([Cl:25])[N:18]3[CH3:24])[CH2:12][CH2:13]1)=[O:7])([CH3:4])([CH3:3])[CH3:2].